Dataset: Forward reaction prediction with 1.9M reactions from USPTO patents (1976-2016). Task: Predict the product of the given reaction. (1) Given the reactants [NH2:1][C:2]1[N:10]=[C:9]([O:11][C@@H:12]([CH3:16])[CH2:13][CH2:14][CH3:15])[N:8]=[C:7]2[C:3]=1[N:4]=[C:5]([O:35][CH3:36])[N:6]2[CH2:17][CH2:18][CH2:19][CH2:20][CH2:21][N:22]1[CH2:27][CH2:26][N:25](C(OC(C)(C)C)=O)[CH2:24][CH2:23]1.ClCCCCCN1C(OC)=NC2C1=NC(O[C@@H](C)CCC)=NC=2N.[CH3:61][C:62](N1CCNCC1)([CH3:64])[CH3:63], predict the reaction product. The product is: [CH3:61][C:62]([N:25]1[CH2:26][CH2:27][N:22]([CH2:21][CH2:20][CH2:19][CH2:18][CH2:17][N:6]2[C:5]([O:35][CH3:36])=[N:4][C:3]3[C:7]2=[N:8][C:9]([O:11][C@@H:12]([CH3:16])[CH2:13][CH2:14][CH3:15])=[N:10][C:2]=3[NH2:1])[CH2:23][CH2:24]1)([CH3:64])[CH3:63]. (2) Given the reactants [CH3:1][C@:2]1([NH:8][C:9]2[CH:14]=[N:13][C:12]([C:15]([F:18])([F:17])[F:16])=[CH:11][N:10]=2)[CH2:6][CH2:5][CH2:4][C@@H:3]1[NH2:7].[N:19]1[N:20]([C:24]2[C:25]([C:30](O)=[O:31])=[N:26][CH:27]=[CH:28][CH:29]=2)[N:21]=[CH:22][CH:23]=1.C(Cl)CCl.N1C2C(=NC=CC=2)N(O)N=1.CCN(C(C)C)C(C)C, predict the reaction product. The product is: [CH3:1][C@:2]1([NH:8][C:9]2[CH:14]=[N:13][C:12]([C:15]([F:18])([F:16])[F:17])=[CH:11][N:10]=2)[CH2:6][CH2:5][CH2:4][C@@H:3]1[NH:7][C:30]([C:25]1[C:24]([N:20]2[N:21]=[CH:22][CH:23]=[N:19]2)=[CH:29][CH:28]=[CH:27][N:26]=1)=[O:31]. (3) Given the reactants [CH3:1][C:2]1[O:3][C:4]2[CH:13]=[CH:12][CH:11]=[CH:10][C:5]=2[C:6]=1[C:7](Cl)=[O:8].CNCC1C=C2C(=CC=1)C=C(O)C=C2.[CH2:28]([NH:35][CH2:36][C:37]1[CH:38]=[C:39]2[C:44](=[CH:45][CH:46]=1)[CH:43]=[C:42]([OH:47])[CH:41]=[CH:40]2)[C:29]1[CH:34]=[CH:33][CH:32]=[CH:31][CH:30]=1.C(OCC)(=O)C, predict the reaction product. The product is: [CH2:28]([N:35]([CH2:36][C:37]1[CH:46]=[CH:45][C:44]2[C:39](=[CH:40][CH:41]=[C:42]([OH:47])[CH:43]=2)[CH:38]=1)[C:7]([C:6]1[C:5]2[CH:10]=[CH:11][CH:12]=[CH:13][C:4]=2[O:3][C:2]=1[CH3:1])=[O:8])[C:29]1[CH:30]=[CH:31][CH:32]=[CH:33][CH:34]=1. (4) Given the reactants [CH2:1]([O:8][C:9]1[CH:14]=[CH:13][CH:12]=[CH:11][C:10]=1[OH:15])[C:2]1[CH:7]=[CH:6][CH:5]=[CH:4][CH:3]=1.C(=O)([O-])[O-].[K+].[K+].F[C:23]1[CH:28]=[CH:27][C:26]([N+:29]([O-:31])=[O:30])=[CH:25][CH:24]=1, predict the reaction product. The product is: [CH2:1]([O:8][C:9]1[CH:14]=[CH:13][CH:12]=[CH:11][C:10]=1[O:15][C:23]1[CH:28]=[CH:27][C:26]([N+:29]([O-:31])=[O:30])=[CH:25][CH:24]=1)[C:2]1[CH:3]=[CH:4][CH:5]=[CH:6][CH:7]=1.